Task: Predict which catalyst facilitates the given reaction.. Dataset: Catalyst prediction with 721,799 reactions and 888 catalyst types from USPTO (1) Product: [OH:1][C:2]1[C:7]([C:8]#[N:9])=[CH:6][N:5]=[C:4]([NH:20][C:16]2[CH:17]=[CH:18][CH:19]=[C:14]([O:13][CH3:12])[CH:15]=2)[N:3]=1. Reactant: [OH:1][C:2]1[C:7]([C:8]#[N:9])=[CH:6][N:5]=[C:4](SC)[N:3]=1.[CH3:12][O:13][C:14]1[CH:19]=[CH:18][CH:17]=[C:16]([NH2:20])[CH:15]=1. The catalyst class is: 709. (2) Reactant: C1C2C(COC([NH:18][C:19]([CH3:65])([C:21]([NH:23][C@H:24]([C:28]([N:30]([C@@H:32]([C@@H:61]([CH3:64])[CH2:62][CH3:63])[C@H:33]([O:59][CH3:60])[CH2:34][C:35]([N:37]3[CH2:41][CH2:40][CH2:39][C@H:38]3[C@H:42]([O:57][CH3:58])[C@@H:43]([CH3:56])[C:44]([NH:46][CH2:47][CH2:48][CH:49]3[CH:55]=[CH:54][CH:53]=[CH:52][CH:51]=[CH:50]3)=[O:45])=[O:36])[CH3:31])=[O:29])[CH:25]([CH3:27])[CH3:26])=[O:22])[CH3:20])=O)C3C(=CC=CC=3)C=2C=CC=1.C(N(CC)CC)C. Product: [CH3:20][C:19]([C:21]([NH:23][C@H:24]([C:28]([N:30]([C@@H:32]([C@@H:61]([CH3:64])[CH2:62][CH3:63])[C@H:33]([O:59][CH3:60])[CH2:34][C:35]([N:37]1[CH2:41][CH2:40][CH2:39][C@H:38]1[C@H:42]([O:57][CH3:58])[C@@H:43]([CH3:56])[C:44]([NH:46][CH2:47][CH2:48][CH:49]1[CH:55]=[CH:54][CH:53]=[CH:52][CH:51]=[CH:50]1)=[O:45])=[O:36])[CH3:31])=[O:29])[CH:25]([CH3:27])[CH3:26])=[O:22])([CH3:65])[NH2:18]. The catalyst class is: 4. (3) Reactant: [OH-].[NH4+:2].[CH3:3][N:4]([N:6]=[N:7][C:8]1[C:16]2[C:11](=[N:12][CH:13]=[CH:14][CH:15]=2)[Se:10][C:9]=1[C:17]([O:19]CC)=O)[CH3:5].O. Product: [CH3:3][N:4]([N:6]=[N:7][C:8]1[C:16]2[C:11](=[N:12][CH:13]=[CH:14][CH:15]=2)[Se:10][C:9]=1[C:17]([NH2:2])=[O:19])[CH3:5]. The catalyst class is: 1. (4) Reactant: [H-].[Na+].[I-].[CH3:4][S+](C)(C)=O.[CH3:9][C:10]1[CH:11]=[C:12]([CH:18]=[CH:19][C:20]([O:22][C:23]([CH3:26])([CH3:25])[CH3:24])=[O:21])[CH:13]=[CH:14][C:15]=1[C:16]#[N:17]. Product: [C:16]([C:15]1[CH:14]=[CH:13][C:12]([CH:18]2[CH2:4][CH:19]2[C:20]([O:22][C:23]([CH3:26])([CH3:25])[CH3:24])=[O:21])=[CH:11][C:10]=1[CH3:9])#[N:17]. The catalyst class is: 16. (5) Reactant: [H-].[Na+].[N:3]1([CH:9]2[CH2:17][C:16]3[C:11](=[CH:12][CH:13]=[C:14]([OH:18])[CH:15]=3)[CH2:10]2)[CH2:8][CH2:7][CH2:6][CH2:5][CH2:4]1.Cl[C:20]1[N:25]=[CH:24][C:23]([C:26]([NH:28][CH3:29])=[O:27])=[CH:22][CH:21]=1. Product: [CH3:29][NH:28][C:26]([C:23]1[CH:24]=[N:25][C:20]([O:18][C:14]2[CH:15]=[C:16]3[C:11](=[CH:12][CH:13]=2)[CH2:10][CH:9]([N:3]2[CH2:4][CH2:5][CH2:6][CH2:7][CH2:8]2)[CH2:17]3)=[CH:21][CH:22]=1)=[O:27]. The catalyst class is: 9. (6) Reactant: [Cl-:1].[Al+3].[Cl-].[Cl-].[H-].[Al+3].[Li+].[H-].[H-].[H-].[N:11]([CH2:14][CH:15]([C:17]1[C:26]2[C:21](=[CH:22][CH:23]=[C:24]([O:27][CH3:28])[CH:25]=2)[CH:20]=[CH:19][CH:18]=1)[F:16])=[N+]=[N-].[OH-].[Na+]. Product: [ClH:1].[F:16][CH:15]([C:17]1[C:26]2[C:21](=[CH:22][CH:23]=[C:24]([O:27][CH3:28])[CH:25]=2)[CH:20]=[CH:19][CH:18]=1)[CH2:14][NH2:11]. The catalyst class is: 28. (7) Reactant: [CH2:1]([N:8]1[CH2:17][CH2:16][C:15]2[C:10](=[N:11][C:12](Cl)=[C:13]([N:18]3[CH2:23][CH2:22][CH:21]([O:24][C:25]4[CH:30]=[CH:29][C:28]([F:31])=[CH:27][C:26]=4[F:32])[CH2:20][CH2:19]3)[N:14]=2)[CH2:9]1)[C:2]1[CH:7]=[CH:6][CH:5]=[CH:4][CH:3]=1.[F:34][CH:35]([F:38])[CH2:36][NH2:37].CC(C)([O-])C.[Na+].C1C=CC(P(C2C(C3C(P(C4C=CC=CC=4)C4C=CC=CC=4)=CC=C4C=3C=CC=C4)=C3C(C=CC=C3)=CC=2)C2C=CC=CC=2)=CC=1. Product: [CH2:1]([N:8]1[CH2:17][CH2:16][C:15]2[C:10](=[N:11][C:12]([NH:37][CH2:36][CH:35]([F:38])[F:34])=[C:13]([N:18]3[CH2:23][CH2:22][CH:21]([O:24][C:25]4[CH:30]=[CH:29][C:28]([F:31])=[CH:27][C:26]=4[F:32])[CH2:20][CH2:19]3)[N:14]=2)[CH2:9]1)[C:2]1[CH:7]=[CH:6][CH:5]=[CH:4][CH:3]=1. The catalyst class is: 101. (8) Product: [Cl:3][C:4]1[C:5]([I:1])=[CH:6][C:7]([C:10]([F:13])([F:11])[F:12])=[N:8][CH:9]=1. The catalyst class is: 1. Reactant: [I:1]I.[Cl:3][C:4]1[CH:5]=[CH:6][C:7]([C:10]([F:13])([F:12])[F:11])=[N:8][CH:9]=1.ClC1C=CC(C(F)(F)F)=CC=1[C@H]1N(C(OC(C)(C)C)=O)[C@H](C(OCC)=O)CC1.[Li+].CC([N-]C(C)C)C.[NH4+].[Cl-].